This data is from Forward reaction prediction with 1.9M reactions from USPTO patents (1976-2016). The task is: Predict the product of the given reaction. The product is: [Br:17][C:12]1[CH:13]=[CH:14][C:15]2[CH2:16][CH2:5][CH2:6][CH2:7][C:8](=[O:9])[C:10]=2[CH:11]=1. Given the reactants [Cl-].[Al+3].[Cl-].[Cl-].[CH2:5]1[CH2:16][C:15]2[C:10](=[CH:11][CH:12]=[CH:13][CH:14]=2)[C:8](=[O:9])[CH2:7][CH2:6]1.[Br:17]Br, predict the reaction product.